This data is from Catalyst prediction with 721,799 reactions and 888 catalyst types from USPTO. The task is: Predict which catalyst facilitates the given reaction. (1) Reactant: [CH:1]1([O:6][C:7]2[C:8]([N+:19]([O-])=O)=[C:9]([CH:14]=[CH:15][C:16]=2[O:17][CH3:18])[C:10]([O:12][CH3:13])=[O:11])[CH2:5][CH2:4][CH2:3][CH2:2]1. Product: [NH2:19][C:8]1[C:7]([O:6][CH:1]2[CH2:2][CH2:3][CH2:4][CH2:5]2)=[C:16]([O:17][CH3:18])[CH:15]=[CH:14][C:9]=1[C:10]([O:12][CH3:13])=[O:11]. The catalyst class is: 43. (2) Reactant: [OH:1][C:2]1[CH:3]=[C:4]2[C:8](=[CH:9][CH:10]=1)[NH:7][C:6]([C:11]([O-:13])=[O:12])=[CH:5]2.[C:14]1(P(C2C=CC=CC=2)C2C=CC=CC=2)C=CC=CC=1.N(C(OCC)=O)=NC(OCC)=O.O[CH2:46][C@@H:47]1[O:52][CH2:51][CH2:50][N:49]([C:53]([O:55][C:56]([CH3:59])([CH3:58])[CH3:57])=[O:54])[CH2:48]1. Product: [CH3:57][C:56]([O:55][C:53]([N:49]1[CH2:50][CH2:51][O:52][C@@H:47]([CH2:46][O:1][C:2]2[CH:3]=[C:4]3[C:8](=[CH:9][CH:10]=2)[NH:7][C:6]([C:11]([O:13][CH3:14])=[O:12])=[CH:5]3)[CH2:48]1)=[O:54])([CH3:59])[CH3:58]. The catalyst class is: 2. (3) Reactant: [OH:1][C:2]([CH3:38])([CH3:37])[CH2:3][CH:4]([NH:6][C:7]([C:9]1[C:17]2[C:12](=[N:13][CH:14]=[C:15]([C:18]3[C:26]4[C:21](=[CH:22][C:23]([F:27])=[CH:24][CH:25]=4)[N:20]([CH3:28])[N:19]=3)[N:16]=2)[N:11](COCC[Si](C)(C)C)[CH:10]=1)=[O:8])[CH3:5].[F-].[Cs+].C1OCCOCCOCCOCCOCCOC1.C(#N)C. Product: [OH:1][C:2]([CH3:37])([CH3:38])[CH2:3][CH:4]([NH:6][C:7]([C:9]1[C:17]2[C:12](=[N:13][CH:14]=[C:15]([C:18]3[C:26]4[C:21](=[CH:22][C:23]([F:27])=[CH:24][CH:25]=4)[N:20]([CH3:28])[N:19]=3)[N:16]=2)[NH:11][CH:10]=1)=[O:8])[CH3:5]. The catalyst class is: 13.